This data is from Forward reaction prediction with 1.9M reactions from USPTO patents (1976-2016). The task is: Predict the product of the given reaction. (1) Given the reactants [Cl:1][C:2]1[CH:3]=[CH:4][C:5]2[N:11]3[CH2:12][C@H:8]([CH2:9][CH2:10]3)[NH:7][C:6]=2[N:13]=1.ClC(Cl)(O[C:18](=[O:24])OC(Cl)(Cl)Cl)Cl.C(N(CC)CC)C.[N:33]1[C:41]2[C:40]([NH2:42])=[N:39][CH:38]=[N:37][C:36]=2[NH:35][N:34]=1, predict the reaction product. The product is: [N:33]1[C:41]2[C:40]([NH:42][C:18]([N:7]3[C@@H:8]4[CH2:12][N:11]([CH2:10][CH2:9]4)[C:5]4[CH:4]=[CH:3][C:2]([Cl:1])=[N:13][C:6]3=4)=[O:24])=[N:39][CH:38]=[N:37][C:36]=2[NH:35][N:34]=1. (2) Given the reactants [Cl:1][C:2]1[CH:7]=[C:6]([CH3:8])[CH:5]=[CH:4][C:3]=1[CH2:9][OH:10].CCN(CC)CC.[C:18](OCl)([CH3:20])=[O:19], predict the reaction product. The product is: [C:18]([O:10][CH2:9][C:3]1[CH:4]=[CH:5][C:6]([CH3:8])=[CH:7][C:2]=1[Cl:1])(=[O:19])[CH3:20]. (3) Given the reactants [CH:1]1([C:4]2[CH:15]=[C:14]([F:16])[C:7]3[C:8](=[O:13])[NH:9][CH2:10][CH2:11][O:12][C:6]=3[CH:5]=2)[CH2:3][CH2:2]1.[H-].[Na+].[Br:19][C:20]1[CH:25]=[CH:24][C:23]([CH2:26]Br)=[C:22]([CH3:28])[CH:21]=1, predict the reaction product. The product is: [Br:19][C:20]1[CH:25]=[CH:24][C:23]([CH2:26][N:9]2[C:8](=[O:13])[C:7]3[C:14]([F:16])=[CH:15][C:4]([CH:1]4[CH2:3][CH2:2]4)=[CH:5][C:6]=3[O:12][CH2:11][CH2:10]2)=[C:22]([CH3:28])[CH:21]=1. (4) Given the reactants [CH3:1][O:2][C:3](=[O:28])[CH2:4][C:5]1[CH:9]=[C:8]([C:10]([C:12]2[CH:20]=[C:19]3[C:15]([CH:16]=[C:17]([C:21]4[CH:26]=[CH:25][CH:24]=[CH:23][CH:22]=4)[NH:18]3)=[CH:14][CH:13]=2)=[O:11])[S:7][C:6]=1[Br:27].Br[CH2:30][CH2:31][CH2:32][CH2:33][NH:34][CH:35]1[C:43](=[O:44])[C:42]2[C:37](=[CH:38][CH:39]=[CH:40][CH:41]=2)[C:36]1=[O:45], predict the reaction product. The product is: [Br:27][C:6]1[S:7][C:8]([C:10]([C:12]2[CH:20]=[C:19]3[C:15]([CH:16]=[C:17]([C:21]4[CH:26]=[CH:25][CH:24]=[CH:23][CH:22]=4)[N:18]3[CH2:30][CH2:31][CH2:32][CH2:33][NH:34][CH:35]3[C:36](=[O:45])[C:37]4[C:42](=[CH:41][CH:40]=[CH:39][CH:38]=4)[C:43]3=[O:44])=[CH:14][CH:13]=2)=[O:11])=[CH:9][C:5]=1[CH2:4][C:3]([O:2][CH3:1])=[O:28]. (5) Given the reactants [Cl:1][C:2]1[C:9]([NH:10][C:11]2[CH:16]=[CH:15][CH:14]=[CH:13][C:12]=2[CH3:17])=[N:8][CH:7]=[C:6]([Cl:18])[C:3]=1[C:4]#[N:5].[C:19](OC(=O)C)(=[O:21])[CH3:20], predict the reaction product. The product is: [Cl:1][C:2]1[C:9]([N:10]([C:11]2[CH:16]=[CH:15][CH:14]=[CH:13][C:12]=2[CH3:17])[C:19](=[O:21])[CH3:20])=[N:8][CH:7]=[C:6]([Cl:18])[C:3]=1[C:4]#[N:5]. (6) Given the reactants [CH3:1][N:2]([C@@H:13]1[CH2:18][CH2:17][CH2:16][CH2:15][C@H:14]1[C:19]([OH:21])=[O:20])S(C1C=CC(C)=CC=1)(=O)=O.C(O)(=O)C.[BrH:26], predict the reaction product. The product is: [BrH:26].[CH3:1][NH:2][C@@H:13]1[CH2:18][CH2:17][CH2:16][CH2:15][C@H:14]1[C:19]([OH:21])=[O:20]. (7) Given the reactants [CH3:1][C:2]([CH3:24])([CH3:23])[C:3]([O:5][N:6](C(OC(C)(C)C)=O)[S:7]([C:10]1[CH:11]=[N:12][CH:13]=[CH:14][CH:15]=1)(=[O:9])=[O:8])=[O:4].C(O)(C(F)(F)F)=O, predict the reaction product. The product is: [CH3:1][C:2]([CH3:24])([CH3:23])[C:3]([O:5][NH:6][S:7]([C:10]1[CH:11]=[N:12][CH:13]=[CH:14][CH:15]=1)(=[O:8])=[O:9])=[O:4]. (8) Given the reactants [CH3:1][C:2]1([CH3:23])[N:5]([CH2:6][C:7](OCC)=[O:8])[N:4]([CH:12]2[CH:19]3[CH2:20][CH:15]4[CH2:16][CH:17]([CH2:21][CH:13]2[CH2:14]4)[CH2:18]3)[C:3]1=[O:22].[BH4-].[Li+].[Cl-].[NH4+], predict the reaction product. The product is: [CH3:1][C:2]1([CH3:23])[N:5]([CH2:6][CH2:7][OH:8])[N:4]([CH:12]2[CH:13]3[CH2:14][CH:15]4[CH2:16][CH:17]([CH2:18][CH:19]2[CH2:20]4)[CH2:21]3)[C:3]1=[O:22].